From a dataset of Full USPTO retrosynthesis dataset with 1.9M reactions from patents (1976-2016). Predict the reactants needed to synthesize the given product. (1) Given the product [CH2:1]([O:7][C:8]1[C:9](=[O:20])[O:10][C:11]2[C:18]([O:19][CH2:27][CH2:26][CH2:25][O:24][C:21](=[O:23])[CH3:22])=[CH:17][CH:16]=[CH:15][C:12]=2[C:13]=1[OH:14])[CH2:2][CH2:3][CH2:4][CH2:5][CH3:6], predict the reactants needed to synthesize it. The reactants are: [CH2:1]([O:7][C:8]1[C:9](=[O:20])[O:10][C:11]2[C:18]([OH:19])=[CH:17][CH:16]=[CH:15][C:12]=2[C:13]=1[OH:14])[CH2:2][CH2:3][CH2:4][CH2:5][CH3:6].[C:21]([O:24][CH2:25][CH2:26][CH2:27]Br)(=[O:23])[CH3:22]. (2) Given the product [C:15]([O:14][C:12]([N:10]1[CH2:11][CH:7]([O:6][C:5]2[CH:4]=[CH:3][C:2]([F:1])=[CH:24][CH:23]=2)[CH2:8][CH:9]1[C:19]([OH:21])=[O:20])=[O:13])([CH3:18])([CH3:16])[CH3:17], predict the reactants needed to synthesize it. The reactants are: [F:1][C:2]1[CH:24]=[CH:23][C:5]([O:6][C@@H:7]2[CH2:11][N:10]([C:12]([O:14][C:15]([CH3:18])([CH3:17])[CH3:16])=[O:13])[C@H:9]([C:19]([O:21]C)=[O:20])[CH2:8]2)=[CH:4][CH:3]=1.[OH-].[Na+]. (3) Given the product [C:26]([O:30][C:31](=[O:38])[CH:32]([CH2:36][NH:37][C:3]([C:5]1[N:6]=[C:7]([C:23]#[N:24])[C:8]2[C:13]([C:14]=1[OH:15])=[CH:12][CH:11]=[C:10]([O:16][C:17]1[CH:22]=[CH:21][CH:20]=[CH:19][CH:18]=1)[CH:9]=2)=[O:4])[CH2:33][CH2:34][CH3:35])([CH3:27])([CH3:28])[CH3:29], predict the reactants needed to synthesize it. The reactants are: CO[C:3]([C:5]1[N:6]=[C:7]([C:23]#[N:24])[C:8]2[C:13]([C:14]=1[OH:15])=[CH:12][CH:11]=[C:10]([O:16][C:17]1[CH:22]=[CH:21][CH:20]=[CH:19][CH:18]=1)[CH:9]=2)=[O:4].Cl.[C:26]([O:30][C:31](=[O:38])[CH:32]([CH2:36][NH2:37])[CH2:33][CH2:34][CH3:35])([CH3:29])([CH3:28])[CH3:27].C[O-].[Na+]. (4) Given the product [NH2:11][C:9]1[N:8]=[CH:7][N:6]=[C:5]2[N:4]([CH:12]([C:14]3[CH:15]=[C:16]4[N:21]([C:22]=3[C:23]3[CH:28]=[CH:27][CH:26]=[CH:25][N:24]=3)[CH:20]=[CH:19][CH:18]=[CH:17]4)[CH3:13])[N:3]=[C:2]([C:32]3[CH:33]=[C:34]([OH:36])[CH:35]=[C:30]([Cl:29])[CH:31]=3)[C:10]=12, predict the reactants needed to synthesize it. The reactants are: I[C:2]1[C:10]2[C:5](=[N:6][CH:7]=[N:8][C:9]=2[NH2:11])[N:4]([CH:12]([C:14]2[CH:15]=[C:16]3[N:21]([C:22]=2[C:23]2[CH:28]=[CH:27][CH:26]=[CH:25][N:24]=2)[CH:20]=[CH:19][CH:18]=[CH:17]3)[CH3:13])[N:3]=1.[Cl:29][C:30]1[CH:31]=[C:32](B(O)O)[CH:33]=[C:34]([OH:36])[CH:35]=1.CCO.C([O-])([O-])=O.[Na+].[Na+]. (5) Given the product [Cl:62][C:60]1[CH:59]=[C:41]([CH:40]=[C:39]([Cl:38])[CH:61]=1)[C:42]([NH:44][CH2:45][C@H:46]1[CH2:51][CH2:50][N:49]([CH2:7][CH:3]2[C:2]([CH3:1])([CH3:9])[CH2:6][CH2:5][O:4]2)[CH2:48][C@H:47]1[F:58])=[O:43], predict the reactants needed to synthesize it. The reactants are: [CH3:1][C:2]1([CH3:9])[CH2:6][CH2:5][O:4][CH:3]1[CH2:7]O.CC(OI1(OC(C)=O)(OC(C)=O)OC(=O)C2C=CC=CC1=2)=O.OS([O-])=O.[Na+].Br.[Cl:38][C:39]1[CH:40]=[C:41]([CH:59]=[C:60]([Cl:62])[CH:61]=1)[C:42]([NH:44][CH2:45][C@H:46]1[CH2:51][CH2:50][N:49](CCC(C)(C)C)[CH2:48][C@H:47]1[F:58])=[O:43].[BH-](OC(C)=O)(OC(C)=O)OC(C)=O.[Na+].C(N(CC)CC)C. (6) Given the product [F:1][C:2]1[CH:3]=[CH:4][C:5]([C:8]2[N:12]=[C:11]([C:13]([CH3:17])([CH3:16])[CH2:14][NH:15][C:30](=[O:31])[C:29]3[CH:33]=[C:25]([C:22]4[N:21]=[C:20]([C:19]([F:35])([F:34])[F:18])[O:24][N:23]=4)[CH:26]=[N:27][CH:28]=3)[NH:10][N:9]=2)=[CH:6][CH:7]=1, predict the reactants needed to synthesize it. The reactants are: [F:1][C:2]1[CH:7]=[CH:6][C:5]([C:8]2[N:12]=[C:11]([C:13]([CH3:17])([CH3:16])[CH2:14][NH2:15])[NH:10][N:9]=2)=[CH:4][CH:3]=1.[F:18][C:19]([F:35])([F:34])[C:20]1[O:24][N:23]=[C:22]([C:25]2[CH:26]=[N:27][CH:28]=[C:29]([CH:33]=2)[C:30](O)=[O:31])[N:21]=1. (7) Given the product [NH2:8][C:6]1[CH:5]=[C:4]([C:11]([F:12])([F:13])[F:14])[C:3]([CH2:15][C:16]#[N:17])=[C:2]([Cl:1])[CH:7]=1, predict the reactants needed to synthesize it. The reactants are: [Cl:1][C:2]1[CH:7]=[C:6]([N+:8]([O-])=O)[CH:5]=[C:4]([C:11]([F:14])([F:13])[F:12])[C:3]=1[CH2:15][C:16]#[N:17].[Cl-].[NH4+].